This data is from Forward reaction prediction with 1.9M reactions from USPTO patents (1976-2016). The task is: Predict the product of the given reaction. (1) Given the reactants [OH:1][C:2]1[CH:3]=[C:4]([CH:7]=[CH:8][CH:9]=1)[C:5]#[N:6].N1C=CN=C1.[C:15]([Si:19](Cl)([CH3:21])[CH3:20])([CH3:18])([CH3:17])[CH3:16].O, predict the reaction product. The product is: [C:15]([Si:19]([CH3:21])([CH3:20])[O:1][C:2]1[CH:3]=[C:4]([CH:7]=[CH:8][CH:9]=1)[C:5]#[N:6])([CH3:18])([CH3:17])[CH3:16]. (2) Given the reactants C(OC([N:8]1[CH2:14][CH2:13]C[NH:11][CH2:10][CH2:9]1)=O)(C)(C)C.[C:15]1([S:21]([N:24]2[C:29]3[CH:30]=[C:31]([Cl:35])[CH:32]=[C:33](Br)[C:28]=3[O:27][CH2:26][CH2:25]2)(=[O:23])=[O:22])[CH:20]=[CH:19][CH:18]=[CH:17][CH:16]=1.Br[C:37]1[C:46]2OCCN(S([C:37]3[CH:46]=CC=[C:39](Cl)[CH:38]=3)(=O)=O)C=2C=[CH:39][CH:38]=1, predict the reaction product. The product is: [ClH:35].[Cl:35][C:31]1[CH:32]=[C:33]([N:8]2[CH2:9][CH2:10][NH:11][CH2:13][CH2:14]2)[C:28]2[O:27][CH2:26][CH2:25][N:24]([S:21]([C:15]3[C:20]4[C:19](=[CH:46][CH:37]=[CH:38][CH:39]=4)[CH:18]=[CH:17][CH:16]=3)(=[O:23])=[O:22])[C:29]=2[CH:30]=1. (3) Given the reactants [NH2:1][C:2]1[N:7]=[C:6]([C:8]2[CH:13]=[C:12]([CH2:14][CH:15]=[CH2:16])[C:11]([OH:17])=[CH:10][C:9]=2[O:18][CH3:19])[CH:5]=[CH:4][CH:3]=1.[CH2:20](O)C, predict the reaction product. The product is: [NH2:1][C:2]1[N:7]=[C:6]([C:8]2[CH:13]=[C:12]([CH2:14][CH2:15][CH3:16])[C:11]([OH:17])=[CH:10][C:9]=2[O:18][CH2:19][CH3:20])[CH:5]=[CH:4][CH:3]=1. (4) Given the reactants [F:1][C:2]1[CH:7]=[CH:6][C:5]([C:8]2[C:9]3[N:10]([CH:22]=[N:23][N:24]=3)[C:11](SC)=[N:12][C:13]=2[C:14]2[CH:19]=[CH:18][N:17]=[CH:16][CH:15]=2)=[CH:4][CH:3]=1.C(=O)([O-])[O-].[K+].[K+].[C:31]1([CH2:37][C@H:38]([NH2:41])[CH2:39][NH2:40])[CH:36]=[CH:35][CH:34]=[CH:33][CH:32]=1.O, predict the reaction product. The product is: [F:1][C:2]1[CH:7]=[CH:6][C:5]([C:8]2[C:9]3[N:10]([CH:22]=[N:23][N:24]=3)[C:11]([NH:40][CH2:39][C@@H:38]([NH2:41])[CH2:37][C:31]3[CH:32]=[CH:33][CH:34]=[CH:35][CH:36]=3)=[N:12][C:13]=2[C:14]2[CH:19]=[CH:18][N:17]=[CH:16][CH:15]=2)=[CH:4][CH:3]=1.